From a dataset of Full USPTO retrosynthesis dataset with 1.9M reactions from patents (1976-2016). Predict the reactants needed to synthesize the given product. (1) Given the product [Si:19]([O:18][CH2:17][CH2:16][CH2:15][N:10]1[N:11]=[N:12][C:8]([C:6]2[CH:7]=[C:2]([I:1])[C:3]([NH2:13])=[N:4][CH:5]=2)=[N:9]1)([C:22]([CH3:23])([CH3:24])[CH3:25])([CH3:21])[CH3:20], predict the reactants needed to synthesize it. The reactants are: [I:1][C:2]1[C:3]([NH2:13])=[N:4][CH:5]=[C:6]([C:8]2[N:9]=[N:10][NH:11][N:12]=2)[CH:7]=1.Br[CH2:15][CH2:16][CH2:17][O:18][Si:19]([C:22]([CH3:25])([CH3:24])[CH3:23])([CH3:21])[CH3:20].C(=O)([O-])[O-].[K+].[K+]. (2) Given the product [Cl:28][C:24]1[CH:25]=[CH:26][CH:27]=[C:19]([N:2]2[N:3]=[CH:4][CH:5]=[N:1]2)[C:20]=1[C:21]([OH:23])=[O:22], predict the reactants needed to synthesize it. The reactants are: [N:1]1[NH:2][N:3]=[CH:4][CH:5]=1.C(=O)([O-])[O-].[Cs+].[Cs+].CN(C)CCN.Br[C:19]1[CH:27]=[CH:26][CH:25]=[C:24]([Cl:28])[C:20]=1[C:21]([OH:23])=[O:22]. (3) Given the product [C:23]1([C:15]([C:16]2[CH:21]=[CH:20][CH:19]=[CH:18][C:17]=2[CH3:22])=[CH:14][C:12]2[CH:11]=[CH:10][N:9]=[C:8]([NH2:7])[CH:13]=2)[CH:24]=[CH:25][CH:26]=[CH:27][CH:28]=1, predict the reactants needed to synthesize it. The reactants are: C(OC(=O)[NH:7][C:8]1[CH:13]=[C:12]([CH2:14][C:15](O)([C:23]2[CH:28]=[CH:27][CH:26]=[CH:25][CH:24]=2)[C:16]2[CH:21]=[CH:20][CH:19]=[CH:18][C:17]=2[CH3:22])[CH:11]=[CH:10][N:9]=1)(C)(C)C.FC(F)(F)C(O)=O.CCOC(C)=O.C([O-])(O)=O.[Na+].